Dataset: Forward reaction prediction with 1.9M reactions from USPTO patents (1976-2016). Task: Predict the product of the given reaction. Given the reactants [NH2:1][C:2]1[CH:3]=[CH:4][C:5]([F:17])=[C:6]([C@:8]2([CH3:16])[C@@H:13]([F:14])[CH2:12][O:11][C:10]([NH2:15])=[N:9]2)[CH:7]=1.[CH:18]1([CH2:21][O:22][C:23]2[CH:24]=[CH:25][C:26]([C:29](O)=[O:30])=[N:27][CH:28]=2)[CH2:20][CH2:19]1, predict the reaction product. The product is: [NH2:15][C:10]1[O:11][CH2:12][C@H:13]([F:14])[C@:8]([C:6]2[CH:7]=[C:2]([NH:1][C:29]([C:26]3[CH:25]=[CH:24][C:23]([O:22][CH2:21][CH:18]4[CH2:20][CH2:19]4)=[CH:28][N:27]=3)=[O:30])[CH:3]=[CH:4][C:5]=2[F:17])([CH3:16])[N:9]=1.